Dataset: Forward reaction prediction with 1.9M reactions from USPTO patents (1976-2016). Task: Predict the product of the given reaction. (1) Given the reactants [NH2:1][CH2:2][C:3]1[CH:30]=[CH:29][C:6]2[N:7]([CH2:24][CH2:25][CH:26]([CH3:28])[CH3:27])[C:8]([CH2:10][N:11]3[C:15]4[CH:16]=[CH:17][CH:18]=[CH:19][C:14]=4[N:13]([CH:20]([CH3:22])[CH3:21])[C:12]3=[O:23])=[N:9][C:5]=2[CH:4]=1.[C:31](Cl)(=[O:33])[CH3:32], predict the reaction product. The product is: [CH:20]([N:13]1[C:14]2[CH:19]=[CH:18][CH:17]=[CH:16][C:15]=2[N:11]([CH2:10][C:8]2[N:7]([CH2:24][CH2:25][CH:26]([CH3:28])[CH3:27])[C:6]3[CH:29]=[CH:30][C:3]([CH2:2][NH:1][C:31](=[O:33])[CH3:32])=[CH:4][C:5]=3[N:9]=2)[C:12]1=[O:23])([CH3:21])[CH3:22]. (2) Given the reactants C([O:5][C:6](=[O:18])[CH2:7][NH:8][C:9](=[O:17])[C:10]1[CH:15]=[CH:14][C:13]([OH:16])=[CH:12][CH:11]=1)(C)(C)C.[CH3:19][C:20]1[CH:25]=[CH:24][C:23]([CH2:26][CH2:27]O)=[CH:22][CH:21]=1, predict the reaction product. The product is: [CH3:19][C:20]1[CH:25]=[CH:24][C:23]([CH2:26][CH2:27][O:16][C:13]2[CH:12]=[CH:11][C:10]([C:9]([NH:8][CH2:7][C:6]([OH:5])=[O:18])=[O:17])=[CH:15][CH:14]=2)=[CH:22][CH:21]=1. (3) Given the reactants C(O)CO.Cl[C:6]1[CH:11]=[CH:10][CH:9]=[CH:8]C=1C.[N+]([C:16]1[CH:24]=[CH:23][C:19]([C:20](O)=O)=[CH:18][CH:17]=1)([O-])=O.C1CCCC=1, predict the reaction product. The product is: [C:19]1([CH3:20])[CH:23]=[CH:24][CH:16]=[CH:17][C:18]=1[C@H:8]1[CH2:9][CH2:10][CH:11]=[CH:6]1. (4) Given the reactants FC(F)(F)S(O)(=O)=O.[O:9]1[C:18]2[C:13](=[CH:14][CH:15]=[CH:16][CH:17]=2)/[C:12](=[CH:19]/[CH2:20][S:21][C:22](=[NH:24])[NH2:23])/[CH2:11][CH2:10]1.C(=O)(O)[O-].[Na+], predict the reaction product. The product is: [S:21]1[CH2:20][CH2:19][C:12]2([C:13]3[C:18](=[CH:17][CH:16]=[CH:15][CH:14]=3)[O:9][CH2:10][CH2:11]2)[N:24]=[C:22]1[NH2:23]. (5) Given the reactants [C:1]([C:4]1[C:9]([O:10]CC=C)=[CH:8][C:7]([O:14]CC=C)=[CH:6][C:5]=1[CH2:18][C:19]([O:21][CH3:22])=[O:20])(=[O:3])[CH3:2].C([O-])=O.[NH4+].Cl, predict the reaction product. The product is: [C:1]([C:4]1[C:9]([OH:10])=[CH:8][C:7]([OH:14])=[CH:6][C:5]=1[CH2:18][C:19]([O:21][CH3:22])=[O:20])(=[O:3])[CH3:2]. (6) Given the reactants [OH:1][C:2]1[CH:3]=[C:4]2[C:8](=[CH:9][CH:10]=1)[NH:7][C:6]([C:11]([O:13]CC)=O)=[CH:5]2.[N:16]1([CH2:22][CH2:23]O)[CH2:21][CH2:20][O:19][CH2:18][CH2:17]1.C1(P(C2C=CC=CC=2)C2C=CC=CC=2)C=CC=CC=1.[NH2:44][CH2:45][C:46]1[C:47]([F:63])=[C:48]([O:53][C:54]2[CH:55]=[C:56]([CH:59]=[C:60]([Cl:62])[CH:61]=2)[C:57]#[N:58])[C:49]([Cl:52])=[CH:50][CH:51]=1.CN(C(ON1N=NC2C=CC=NC1=2)=[N+](C)C)C.F[P-](F)(F)(F)(F)F.CCN(C(C)C)C(C)C, predict the reaction product. The product is: [Cl:52][C:49]1[CH:50]=[CH:51][C:46]([CH2:45][NH:44][C:11]([C:6]2[NH:7][C:8]3[C:4]([CH:5]=2)=[CH:3][C:2]([O:1][CH2:23][CH2:22][N:16]2[CH2:17][CH2:18][O:19][CH2:20][CH2:21]2)=[CH:10][CH:9]=3)=[O:13])=[C:47]([F:63])[C:48]=1[O:53][C:54]1[CH:55]=[C:56]([C:57]#[N:58])[CH:59]=[C:60]([Cl:62])[CH:61]=1. (7) Given the reactants Cl.Cl.[C:3](=[NH:9])([NH2:8])[CH2:4][C:5](=[NH:7])[NH2:6].C[O-].[Na+].[F:13][C:14]1[CH:34]=[CH:33][CH:32]=[CH:31][C:15]=1[CH2:16][C:17]1[N:18]=[C:19]([C:26](OCC)=O)[N:20]2[CH:25]=[CH:24][CH:23]=[N:22][C:21]=12, predict the reaction product. The product is: [F:13][C:14]1[CH:34]=[CH:33][CH:32]=[CH:31][C:15]=1[CH2:16][C:17]1[N:18]=[C:19]([C:26]2[N:9]=[C:3]([NH2:8])[CH:4]=[C:5]([NH2:6])[N:7]=2)[N:20]2[CH:25]=[CH:24][CH:23]=[N:22][C:21]=12. (8) Given the reactants [F:1][C:2]1[CH:11]=[C:10]2[C:5]([CH:6]=[CH:7][C:8](=[O:33])[N:9]2[CH2:12][CH2:13][N:14]2[CH2:19][CH2:18][C@@H:17]([OH:20])[C@@H:16]([CH2:21][NH:22]C(=O)OCC3C=CC=CC=3)[CH2:15]2)=[CH:4][CH:3]=1, predict the reaction product. The product is: [NH2:22][CH2:21][C@@H:16]1[C@H:17]([OH:20])[CH2:18][CH2:19][N:14]([CH2:13][CH2:12][N:9]2[C:10]3[C:5](=[CH:4][CH:3]=[C:2]([F:1])[CH:11]=3)[CH:6]=[CH:7][C:8]2=[O:33])[CH2:15]1.